From a dataset of Full USPTO retrosynthesis dataset with 1.9M reactions from patents (1976-2016). Predict the reactants needed to synthesize the given product. (1) Given the product [CH:1]1([N:4]([CH3:5])[C:30]([C:10]2[CH:9]=[N:8][N:7]([CH3:6])[C:11]=2[C:12]([NH:13][C:14]2[CH:15]=[CH:16][C:17]3[N:18]([N:20]=[C:21]([C:23]4[CH:24]=[N:25][CH:26]=[CH:27][CH:28]=4)[N:22]=3)[CH:19]=2)=[O:29])=[O:31])[CH2:3][CH2:2]1, predict the reactants needed to synthesize it. The reactants are: [CH:1]1([NH:4][CH3:5])[CH2:3][CH2:2]1.[CH3:6][N:7]1[C:11]([C:12](=[O:29])[NH:13][C:14]2[CH:15]=[CH:16][C:17]3[N:18]([N:20]=[C:21]([C:23]4[CH:24]=[N:25][CH:26]=[CH:27][CH:28]=4)[N:22]=3)[CH:19]=2)=[C:10]([C:30](O)=[O:31])[CH:9]=[N:8]1. (2) Given the product [CH2:23]([C:20]1[CH:21]=[CH:22][C:17]([CH2:15][C:14]2[C:9]([OH:8])=[N:10][CH:11]=[CH:12][CH:13]=2)=[CH:18][CH:19]=1)[CH3:24], predict the reactants needed to synthesize it. The reactants are: C([O:8][C:9]1[C:14]([CH:15]([C:17]2[CH:22]=[CH:21][C:20]([CH2:23][CH3:24])=[CH:19][CH:18]=2)O)=[CH:13][CH:12]=[C:11](C)[N:10]=1)C1C=CC=CC=1.CO.C(C1C=CC(CC2C(O)=NC(C)=CC=2)=CC=1)C. (3) Given the product [CH3:22][O:21][C:19]([C:6]1[NH:7][CH:8]=[C:4]([CH:1]([CH3:3])[CH3:2])[CH:5]=1)=[O:20], predict the reactants needed to synthesize it. The reactants are: [CH:1]([CH:4]1[CH2:8][N:7](S(C2C=CC(C)=CC=2)(=O)=O)[C:6]([C:19]([OH:21])=[O:20])=[CH:5]1)([CH3:3])[CH3:2].[CH2:22]1CCN2C(=NCCC2)CC1.